Dataset: Forward reaction prediction with 1.9M reactions from USPTO patents (1976-2016). Task: Predict the product of the given reaction. (1) Given the reactants [CH2:1]([O:5][C:6]1[CH:11]=[CH:10][C:9]([CH2:12][C:13]([O:15]C)=[O:14])=[CH:8][CH:7]=1)[CH:2]([CH3:4])[CH3:3].O.[OH-].[K+], predict the reaction product. The product is: [CH2:1]([O:5][C:6]1[CH:7]=[CH:8][C:9]([CH2:12][C:13]([OH:15])=[O:14])=[CH:10][CH:11]=1)[CH:2]([CH3:4])[CH3:3]. (2) The product is: [CH2:23]([O:30][C:31]([N:33]1[CH2:38][CH2:37][CH:36]([O:19][C:18](=[O:20])[CH2:17][O:16][C:15]2[CH:14]=[CH:13][C:12]([C:10](=[O:11])[CH2:9][NH:8][C:6]([O:5][C:1]([CH3:4])([CH3:2])[CH3:3])=[O:7])=[CH:22][CH:21]=2)[CH2:35][CH2:34]1)=[O:32])[C:24]1[CH:25]=[CH:26][CH:27]=[CH:28][CH:29]=1. Given the reactants [C:1]([O:5][C:6]([NH:8][CH2:9][C:10]([C:12]1[CH:22]=[CH:21][C:15]([O:16][CH2:17][C:18]([OH:20])=[O:19])=[CH:14][CH:13]=1)=[O:11])=[O:7])([CH3:4])([CH3:3])[CH3:2].[CH2:23]([O:30][C:31]([N:33]1[CH2:38][CH2:37][CH:36](O)[CH2:35][CH2:34]1)=[O:32])[C:24]1[CH:29]=[CH:28][CH:27]=[CH:26][CH:25]=1.C1CCC(N=C=NC2CCCCC2)CC1, predict the reaction product. (3) Given the reactants [CH:1]1([CH2:7][C:8]2[CH:13]=[CH:12][C:11]([CH2:14]O)=[CH:10][C:9]=2[C:16]([F:19])([F:18])[F:17])[CH2:6][CH2:5][CH2:4][CH2:3][CH2:2]1.S(Cl)([Cl:22])=O, predict the reaction product. The product is: [Cl:22][CH2:14][C:11]1[CH:12]=[CH:13][C:8]([CH2:7][CH:1]2[CH2:6][CH2:5][CH2:4][CH2:3][CH2:2]2)=[C:9]([C:16]([F:19])([F:18])[F:17])[CH:10]=1. (4) The product is: [Cl:1][C:2]1[CH:7]=[C:6]([CH:17]2[CH2:14][CH2:13][O:12][CH2:9][CH2:10]2)[N:5]=[CH:4][N:3]=1. Given the reactants [Cl:1][C:2]1[CH:7]=[C:6](Cl)[N:5]=[CH:4][N:3]=1.[C:9]([O:12][CH2:13][CH3:14])(=O)[CH3:10].[Cl-].[NH4+].[CH3:17]C(N(C)C)=O, predict the reaction product. (5) Given the reactants [C:1]1(C(O)=O)[C:11]2=[C:12]3[C:7](=[CH:8][CH:9]=[CH:10]2)[CH2:6][CH2:5][CH2:4][N:3]3[CH:2]=1.C([N:18]([CH2:21]C)CC)C.C1C=CC([O:29]P(OC2C=CC=CC=2)(N=[N+]=[N-])=O)=CC=1, predict the reaction product. The product is: [N:18]([C:1]1[C:11]2=[C:12]3[C:7](=[CH:8][CH:9]=[CH:10]2)[CH2:6][CH2:5][CH2:4][N:3]3[CH:2]=1)=[C:21]=[O:29]. (6) Given the reactants [OH:1][CH2:2][CH:3]1[O:8][C:7]2[CH:9]=[C:10]([N+:13]([O-])=O)[CH:11]=[CH:12][C:6]=2[O:5][CH2:4]1, predict the reaction product. The product is: [OH:1][CH2:2][CH:3]1[O:8][C:7]2[CH:9]=[C:10]([NH2:13])[CH:11]=[CH:12][C:6]=2[O:5][CH2:4]1.